Predict the product of the given reaction. From a dataset of Forward reaction prediction with 1.9M reactions from USPTO patents (1976-2016). (1) Given the reactants FC(F)(F)C(O)=O.[CH3:8][O:9][C:10]1[CH:37]=[CH:36][C:13]([CH2:14][N:15]2[CH2:21][C:20]3[CH:22]=[C:23](/[CH:26]=[CH:27]/[C:28]([O:30]C(C)(C)C)=[O:29])[CH:24]=[N:25][C:19]=3[NH:18][C:17](=[O:35])[CH2:16]2)=[CH:12][CH:11]=1.[Cl:38]CCl, predict the reaction product. The product is: [ClH:38].[CH3:8][O:9][C:10]1[CH:11]=[CH:12][C:13]([CH2:14][N:15]2[CH2:21][C:20]3[CH:22]=[C:23](/[CH:26]=[CH:27]/[C:28]([OH:30])=[O:29])[CH:24]=[N:25][C:19]=3[NH:18][C:17](=[O:35])[CH2:16]2)=[CH:36][CH:37]=1. (2) Given the reactants N1C(C)=CC=CC=1C.[Cl:9][C:10]1[CH:11]=[CH:12][C:13]([F:45])=[C:14]([C:16]2[CH:21]=[CH:20][C:19]([CH2:22][N:23]([CH2:39][C@@H:40]([OH:44])[C:41]([OH:43])=[O:42])[NH:24][C:25]([C:27]3[O:31][N:30]=[C:29]([C:32]4[CH:37]=[CH:36][CH:35]=[CH:34][C:33]=4[F:38])[CH:28]=3)=[O:26])=[CH:18][CH:17]=2)[CH:15]=1.[CH2:46]([O:48][C:49](=[O:53])[O:50][CH2:51]Cl)[CH3:47].[Na+].[I-], predict the reaction product. The product is: [CH2:46]([O:48][C:49]([O:50][CH2:51][O:42][C:41](=[O:43])[C@H:40]([OH:44])[CH2:39][N:23]([CH2:22][C:19]1[CH:20]=[CH:21][C:16]([C:14]2[CH:15]=[C:10]([Cl:9])[CH:11]=[CH:12][C:13]=2[F:45])=[CH:17][CH:18]=1)[NH:24][C:25]([C:27]1[O:31][N:30]=[C:29]([C:32]2[CH:37]=[CH:36][CH:35]=[CH:34][C:33]=2[F:38])[CH:28]=1)=[O:26])=[O:53])[CH3:47]. (3) Given the reactants [CH:1]([N:14]1[CH2:17][C:16]([CH3:19])([OH:18])[CH2:15]1)([C:8]1[CH:13]=[CH:12][CH:11]=[CH:10][CH:9]=1)[C:2]1[CH:7]=[CH:6][CH:5]=[CH:4][CH:3]=1.[CH3:20][S:21](Cl)(=[O:23])=[O:22], predict the reaction product. The product is: [CH:1]([N:14]1[CH2:17][C:16]([O:18][S:21]([CH3:20])(=[O:23])=[O:22])([CH3:19])[CH2:15]1)([C:8]1[CH:13]=[CH:12][CH:11]=[CH:10][CH:9]=1)[C:2]1[CH:3]=[CH:4][CH:5]=[CH:6][CH:7]=1. (4) Given the reactants [Cl:1][C:2]1[CH:3]=[C:4]2[C:8](=[CH:9][CH:10]=1)[NH:7][C:6]([C:11]([OH:13])=O)=[CH:5]2.[NH2:14][CH2:15][CH:16]([C:18]1[CH:23]=[CH:22][C:21]([N+:24]([O-:26])=[O:25])=[CH:20][CH:19]=1)[OH:17].C1C=CC2N(O)N=NC=2C=1.CCN(C(C)C)C(C)C.CCN=C=NCCCN(C)C, predict the reaction product. The product is: [OH:17][CH:16]([C:18]1[CH:19]=[CH:20][C:21]([N+:24]([O-:26])=[O:25])=[CH:22][CH:23]=1)[CH2:15][NH:14][C:11]([C:6]1[NH:7][C:8]2[C:4]([CH:5]=1)=[CH:3][C:2]([Cl:1])=[CH:10][CH:9]=2)=[O:13]. (5) The product is: [Cl:16][S:17]([C:14]1[CH:13]=[CH:12][C:4]([O:5][CH2:6][C:7]([O:9][CH2:10][CH3:11])=[O:8])=[C:3]([CH2:1][CH3:2])[CH:15]=1)(=[O:19])=[O:18]. Given the reactants [CH2:1]([C:3]1[CH:15]=[CH:14][CH:13]=[CH:12][C:4]=1[O:5][CH2:6][C:7]([O:9][CH2:10][CH3:11])=[O:8])[CH3:2].[Cl:16][S:17](O)(=[O:19])=[O:18], predict the reaction product. (6) Given the reactants [CH3:1][C:2]([C:4]1[CH:9]=[CH:8][C:7]([Cl:10])=[CH:6][CH:5]=1)=O.C([NH2:13])=O.C(O)=O, predict the reaction product. The product is: [Cl:10][C:7]1[CH:8]=[CH:9][C:4]([CH:2]([NH2:13])[CH3:1])=[CH:5][CH:6]=1. (7) Given the reactants [CH3:1][C:2]1([C:7]2[O:11][C:10]([CH2:12][N:13]3[CH:17]=[CH:16][C:15]([NH2:18])=[N:14]3)=[CH:9][CH:8]=2)[O:6]CCO1.[Li+].[F:20][C:21]([F:37])([F:36])[C:22]1[N:27]=[C:26]([C:28]2[O:32][CH:31]=[N:30][C:29]=2[C:33]([O-])=[O:34])[CH:25]=[CH:24][CH:23]=1, predict the reaction product. The product is: [C:2]([C:7]1[O:11][C:10]([CH2:12][N:13]2[CH:17]=[CH:16][C:15]([NH:18][C:33]([C:29]3[N:30]=[CH:31][O:32][C:28]=3[C:26]3[CH:25]=[CH:24][CH:23]=[C:22]([C:21]([F:37])([F:20])[F:36])[N:27]=3)=[O:34])=[N:14]2)=[CH:9][CH:8]=1)(=[O:6])[CH3:1]. (8) Given the reactants C1[O:18][CH2:17][CH2:16]OCCOCCOCCOCCOC1.FC(F)(F)COP(CC(OC)=O)(=O)OCC(F)(F)F.C[Si]([N-][Si](C)(C)C)(C)C.[K+].[NH2:48][C:49]1[C:54]([CH:55]=O)=[C:53]([C:57]2[CH:62]=[CH:61][CH:60]=[CH:59][C:58]=2[F:63])[N:52]=[C:51]([S:64][CH3:65])[N:50]=1.[NH4+].[Cl-], predict the reaction product. The product is: [F:63][C:58]1[CH:59]=[CH:60][CH:61]=[CH:62][C:57]=1[C:53]1[C:54]2[CH:55]=[CH:16][C:17](=[O:18])[NH:48][C:49]=2[N:50]=[C:51]([S:64][CH3:65])[N:52]=1.